Dataset: NCI-60 drug combinations with 297,098 pairs across 59 cell lines. Task: Regression. Given two drug SMILES strings and cell line genomic features, predict the synergy score measuring deviation from expected non-interaction effect. Drug 1: CC1OCC2C(O1)C(C(C(O2)OC3C4COC(=O)C4C(C5=CC6=C(C=C35)OCO6)C7=CC(=C(C(=C7)OC)O)OC)O)O. Drug 2: CC1C(C(CC(O1)OC2CC(OC(C2O)C)OC3=CC4=CC5=C(C(=O)C(C(C5)C(C(=O)C(C(C)O)O)OC)OC6CC(C(C(O6)C)O)OC7CC(C(C(O7)C)O)OC8CC(C(C(O8)C)O)(C)O)C(=C4C(=C3C)O)O)O)O. Cell line: CCRF-CEM. Synergy scores: CSS=56.0, Synergy_ZIP=1.97, Synergy_Bliss=1.76, Synergy_Loewe=-2.04, Synergy_HSA=1.62.